This data is from CYP2C19 inhibition data for predicting drug metabolism from PubChem BioAssay. The task is: Regression/Classification. Given a drug SMILES string, predict its absorption, distribution, metabolism, or excretion properties. Task type varies by dataset: regression for continuous measurements (e.g., permeability, clearance, half-life) or binary classification for categorical outcomes (e.g., BBB penetration, CYP inhibition). Dataset: cyp2c19_veith. (1) The compound is O=C(Nc1ccc2ccccc2c1)[C@H]1C[C@@H]1[C@H](NP(=O)(c1ccccc1)c1ccccc1)c1ccccc1. The result is 1 (inhibitor). (2) The compound is Cn1c(=O)c2[nH]c([C@@H]3CC(=O)C[C@H](c4nc5c([nH]4)c(=O)n(C)c(=O)n5C)N3)nc2n(C)c1=O. The result is 0 (non-inhibitor). (3) The drug is O=c1c(-c2ccc(Cl)cc2)nc2cnc(Nc3ccccc3)nc2n1C1CC1. The result is 0 (non-inhibitor).